From a dataset of Full USPTO retrosynthesis dataset with 1.9M reactions from patents (1976-2016). Predict the reactants needed to synthesize the given product. (1) Given the product [C:35]([O:34][C:32]([NH:31][C:27]1([C:24]2[CH:23]=[CH:22][C:21]([C:11]3[C:10](=[O:39])[C:9]4[C:14](=[C:5]([C:3]([OH:4])=[O:2])[CH:6]=[CH:7][CH:8]=4)[O:13][C:12]=3[C:15]3[CH:20]=[CH:19][CH:18]=[CH:17][CH:16]=3)=[CH:26][CH:25]=2)[CH2:28][CH2:29][CH2:30]1)=[O:33])([CH3:38])([CH3:36])[CH3:37], predict the reactants needed to synthesize it. The reactants are: C[O:2][C:3]([C:5]1[CH:6]=[CH:7][CH:8]=[C:9]2[C:14]=1[O:13][C:12]([C:15]1[CH:20]=[CH:19][CH:18]=[CH:17][CH:16]=1)=[C:11]([C:21]1[CH:26]=[CH:25][C:24]([C:27]3([NH:31][C:32]([O:34][C:35]([CH3:38])([CH3:37])[CH3:36])=[O:33])[CH2:30][CH2:29][CH2:28]3)=[CH:23][CH:22]=1)[C:10]2=[O:39])=[O:4].[OH-].[Li+]. (2) Given the product [Si:24]([O:23][C@H:20]1[CH2:21][CH2:22][C@H:17]([N:4]2[C:5]3[N:6]=[C:7]([NH:11][CH:12]([CH2:14][CH2:15][CH3:16])[CH3:13])[N:8]=[CH:9][C:10]=3[C:2]([C:42]3[CH:41]=[CH:40][C:39]([CH2:38][N:35]4[CH2:36][CH2:37][N:32]([CH3:31])[CH2:33][CH2:34]4)=[CH:44][CH:43]=3)=[CH:3]2)[CH2:18][CH2:19]1)([C:27]([CH3:30])([CH3:29])[CH3:28])([CH3:26])[CH3:25], predict the reactants needed to synthesize it. The reactants are: Br[C:2]1[C:10]2[CH:9]=[N:8][C:7]([NH:11][CH:12]([CH2:14][CH2:15][CH3:16])[CH3:13])=[N:6][C:5]=2[N:4]([C@H:17]2[CH2:22][CH2:21][C@H:20]([O:23][Si:24]([C:27]([CH3:30])([CH3:29])[CH3:28])([CH3:26])[CH3:25])[CH2:19][CH2:18]2)[CH:3]=1.[CH3:31][N:32]1[CH2:37][CH2:36][N:35]([CH2:38][C:39]2[CH:44]=[CH:43][C:42](B3OC(C)(C)C(C)(C)O3)=[CH:41][CH:40]=2)[CH2:34][CH2:33]1.C([O-])([O-])=O.[K+].[K+]. (3) Given the product [NH2:1][CH2:4][C@@H:5]1[CH2:9][C@@H:8]([O:10][C:11]2[CH:16]=[N:15][C:14]([CH:17]3[CH2:18][CH2:19]3)=[CH:13][N:12]=2)[CH2:7][N:6]1[C:20]([O:22][C:23]([CH3:26])([CH3:25])[CH3:24])=[O:21], predict the reactants needed to synthesize it. The reactants are: [N:1]([CH2:4][C@@H:5]1[CH2:9][C@@H:8]([O:10][C:11]2[CH:16]=[N:15][C:14]([CH:17]3[CH2:19][CH2:18]3)=[CH:13][N:12]=2)[CH2:7][N:6]1[C:20]([O:22][C:23]([CH3:26])([CH3:25])[CH3:24])=[O:21])=[N+]=[N-]. (4) The reactants are: CN1C=CC(=O)NC1=S.[Br:10]Br.[CH3:12][N:13]1[CH:18]=[CH:17][C:16](=[O:19])[N:15]=[C:14]1[S:20][CH2:21][CH2:22][CH2:23][CH2:24][CH2:25][CH2:26][CH2:27][C:28]([C:30]1[CH:35]=[CH:34][C:33]([Cl:36])=[CH:32][CH:31]=1)=[O:29]. Given the product [CH3:12][N:13]1[CH:18]=[CH:17][C:16](=[O:19])[N:15]=[C:14]1[S:20][CH2:21][CH2:22][CH2:23][CH2:24][CH2:25][CH2:26][CH2:27][C:28]([C:30]1[CH:31]=[CH:32][C:33]([Cl:36])=[CH:34][CH:35]=1)=[O:29].[CH3:12][N:13]1[CH:18]=[C:17]([Br:10])[C:16](=[O:19])[N:15]=[C:14]1[S:20][CH2:21][CH2:22][CH2:23][CH2:24][CH2:25][CH2:26][CH2:27][C:28]([C:30]1[CH:31]=[CH:32][C:33]([Cl:36])=[CH:34][CH:35]=1)=[O:29], predict the reactants needed to synthesize it. (5) Given the product [CH3:15][S:16]([NH:1][C:2]1[CH:10]=[C:9]([C:11]([O:13][CH3:14])=[O:12])[CH:8]=[C:7]2[C:3]=1[CH:4]=[CH:5][NH:6]2)(=[O:18])=[O:17], predict the reactants needed to synthesize it. The reactants are: [NH2:1][C:2]1[CH:10]=[C:9]([C:11]([O:13][CH3:14])=[O:12])[CH:8]=[C:7]2[C:3]=1[CH:4]=[CH:5][NH:6]2.[CH3:15][S:16](Cl)(=[O:18])=[O:17]. (6) Given the product [CH2:7]([C:18]1([CH2:27][CH:26]=[CH2:25])[C:17](=[O:20])[C:16]2[CH:21]=[CH:22][CH:23]=[CH:24][C:15]=2[CH2:14][C:13]2[CH:12]=[CH:11][CH:10]=[CH:9][C:19]1=2)[CH:2]=[CH2:3], predict the reactants needed to synthesize it. The reactants are: [K].[C:2]1(C)[CH:7]=CC=C[CH:3]=1.[CH:9]1[C:19]2[CH2:18][C:17](=[O:20])[C:16]3[CH:21]=[CH:22][CH:23]=[CH:24][C:15]=3[CH2:14][C:13]=2[CH:12]=[CH:11][CH:10]=1.[CH2:25](Br)[CH:26]=[CH2:27]. (7) Given the product [CH2:1]([O:3][C:4]([C:6]1[C:7]([CH3:25])=[C:8]([C:18]([O:20][C:21]([CH3:24])([CH3:23])[CH3:22])=[O:19])[NH:9][C:10]=1[CH2:11][CH2:12][C:13]([OH:15])=[O:14])=[O:5])[CH3:2].[CH2:1]([O:3][C:4]([C:6]1[C:7]([CH3:25])=[C:8]([C:18]([O:20][C:21]([CH3:22])([CH3:24])[CH3:23])=[O:19])[NH:9][C:10]=1[CH:11]=[CH:12][C:13]([O:15][CH2:16][CH3:17])=[O:14])=[O:5])[CH3:2], predict the reactants needed to synthesize it. The reactants are: [CH2:1]([O:3][C:4]([C:6]1[C:7]([CH3:25])=[C:8]([C:18]([O:20][C:21]([CH3:24])([CH3:23])[CH3:22])=[O:19])[NH:9][C:10]=1[CH2:11][CH2:12][C:13]([O:15][CH2:16][CH3:17])=[O:14])=[O:5])[CH3:2].CO.[OH-].[Li+].